This data is from Reaction yield outcomes from USPTO patents with 853,638 reactions. The task is: Predict the reaction yield, written as a fraction of the theoretical maximum amount of product (1.0 means a 100% yield; for example, 0.34 means a 34% yield). (1) The reactants are C(N(C(C)C)CC)(C)C.[CH2:10]([O:12][C:13](=[O:22])[CH2:14][CH2:15][CH2:16][CH2:17][CH2:18][N:19]=[C:20]=[O:21])[CH3:11].[C:23]([O:27][C:28](=[O:56])[NH:29][C:30]([C:32]1[S:33][C:34]([S:54][CH3:55])=[C:35]([S:37]([C:40]2[CH:41]=[C:42]([C:46]3[CH:51]=[CH:50][C:49]([NH2:52])=[CH:48][C:47]=3[CH3:53])[CH:43]=[CH:44][CH:45]=2)(=[O:39])=[O:38])[CH:36]=1)=[NH:31])([CH3:26])([CH3:25])[CH3:24]. The catalyst is C(Cl)Cl. The product is [CH2:10]([O:12][C:13](=[O:22])[CH2:14][CH2:15][CH2:16][CH2:17][CH2:18][NH:19][C:20]([NH:52][C:49]1[CH:50]=[CH:51][C:46]([C:42]2[CH:43]=[CH:44][CH:45]=[C:40]([S:37]([C:35]3[CH:36]=[C:32]([C:30]([NH:29][C:28]([O:27][C:23]([CH3:24])([CH3:25])[CH3:26])=[O:56])=[NH:31])[S:33][C:34]=3[S:54][CH3:55])(=[O:39])=[O:38])[CH:41]=2)=[C:47]([CH3:53])[CH:48]=1)=[O:21])[CH3:11]. The yield is 0.430. (2) The reactants are [F:1][C:2]1[CH:7]=[CH:6][C:5]([C@:8]2([CH2:31][C:32]([OH:34])=[O:33])[O:13][C:12](=[O:14])[N:11]([C@H:15]([C:17]3[CH:22]=[CH:21][C:20]([C:23]4[CH:28]=[CH:27][C:26](=[O:29])[N:25]([CH3:30])[CH:24]=4)=[CH:19][CH:18]=3)[CH3:16])[CH2:10][CH2:9]2)=[CH:4][CH:3]=1.O=S(Cl)Cl.[CH3:39]O. No catalyst specified. The product is [F:1][C:2]1[CH:7]=[CH:6][C:5]([C@:8]2([CH2:31][C:32]([O:34][CH3:39])=[O:33])[O:13][C:12](=[O:14])[N:11]([C@H:15]([C:17]3[CH:22]=[CH:21][C:20]([C:23]4[CH:28]=[CH:27][C:26](=[O:29])[N:25]([CH3:30])[CH:24]=4)=[CH:19][CH:18]=3)[CH3:16])[CH2:10][CH2:9]2)=[CH:4][CH:3]=1. The yield is 0.435.